From a dataset of NCI-60 drug combinations with 297,098 pairs across 59 cell lines. Regression. Given two drug SMILES strings and cell line genomic features, predict the synergy score measuring deviation from expected non-interaction effect. (1) Drug 1: CCC1=CC2CC(C3=C(CN(C2)C1)C4=CC=CC=C4N3)(C5=C(C=C6C(=C5)C78CCN9C7C(C=CC9)(C(C(C8N6C)(C(=O)OC)O)OC(=O)C)CC)OC)C(=O)OC.C(C(C(=O)O)O)(C(=O)O)O. Drug 2: COC1=CC(=CC(=C1O)OC)C2C3C(COC3=O)C(C4=CC5=C(C=C24)OCO5)OC6C(C(C7C(O6)COC(O7)C8=CC=CS8)O)O. Cell line: SK-OV-3. Synergy scores: CSS=44.1, Synergy_ZIP=-4.40, Synergy_Bliss=-2.06, Synergy_Loewe=-3.92, Synergy_HSA=1.57. (2) Drug 1: C1CN(P(=O)(OC1)NCCCl)CCCl. Drug 2: CC1C(C(CC(O1)OC2CC(CC3=C2C(=C4C(=C3O)C(=O)C5=C(C4=O)C(=CC=C5)OC)O)(C(=O)CO)O)N)O.Cl. Cell line: A498. Synergy scores: CSS=58.3, Synergy_ZIP=2.74, Synergy_Bliss=3.78, Synergy_Loewe=6.31, Synergy_HSA=8.05. (3) Drug 1: C1C(C(OC1N2C=NC3=C(N=C(N=C32)Cl)N)CO)O. Synergy scores: CSS=45.6, Synergy_ZIP=-0.435, Synergy_Bliss=-3.30, Synergy_Loewe=-24.8, Synergy_HSA=-2.61. Cell line: NCI/ADR-RES. Drug 2: C1=CN(C=N1)CC(O)(P(=O)(O)O)P(=O)(O)O. (4) Drug 1: CC(CN1CC(=O)NC(=O)C1)N2CC(=O)NC(=O)C2. Drug 2: C1=NC2=C(N1)C(=S)N=C(N2)N. Cell line: NCI-H460. Synergy scores: CSS=56.5, Synergy_ZIP=-5.84, Synergy_Bliss=-6.99, Synergy_Loewe=-3.69, Synergy_HSA=-0.468. (5) Drug 1: C1CCC(C1)C(CC#N)N2C=C(C=N2)C3=C4C=CNC4=NC=N3. Drug 2: CC(C)NC(=O)C1=CC=C(C=C1)CNNC.Cl. Cell line: RXF 393. Synergy scores: CSS=-3.07, Synergy_ZIP=-0.407, Synergy_Bliss=1.80, Synergy_Loewe=-2.29, Synergy_HSA=-0.144.